Dataset: Peptide-MHC class II binding affinity with 134,281 pairs from IEDB. Task: Regression. Given a peptide amino acid sequence and an MHC pseudo amino acid sequence, predict their binding affinity value. This is MHC class II binding data. (1) The peptide sequence is KAGFVILKTFTPGAE. The MHC is DRB1_0101 with pseudo-sequence DRB1_0101. The binding affinity (normalized) is 1.00. (2) The peptide sequence is GSLIVNPSLNGFLSK. The MHC is DRB3_0101 with pseudo-sequence DRB3_0101. The binding affinity (normalized) is 0.244. (3) The peptide sequence is HFMGKTWEALDTMYVVA. The MHC is DRB4_0101 with pseudo-sequence DRB4_0103. The binding affinity (normalized) is 0. (4) The peptide sequence is QTDIPSEPWNTGHDW. The MHC is DRB1_0901 with pseudo-sequence DRB1_0901. The binding affinity (normalized) is 0.317. (5) The peptide sequence is TGEAHLAEENEGDNA. The MHC is DRB1_1302 with pseudo-sequence DRB1_1302. The binding affinity (normalized) is 0.